Dataset: Full USPTO retrosynthesis dataset with 1.9M reactions from patents (1976-2016). Task: Predict the reactants needed to synthesize the given product. (1) Given the product [Br:20][C:21]1[CH:22]=[C:23]([OH:37])[C:24]([NH:27][S:28]([C:31]2[CH:36]=[CH:35][CH:34]=[CH:33][CH:32]=2)(=[O:30])=[O:29])=[N:25][CH:26]=1, predict the reactants needed to synthesize it. The reactants are: BrC1C=C(S(NC2C(O)=CC(Cl)=CN=2)(=O)=O)C=NC=1.[Br:20][C:21]1[CH:22]=[C:23]([O:37]C)[C:24]([NH:27][S:28]([C:31]2[CH:36]=[CH:35][CH:34]=[CH:33][CH:32]=2)(=[O:30])=[O:29])=[N:25][CH:26]=1.BrC1C=C(S(NC2C(OC)=CC(Cl)=CN=2)(=O)=O)C=NC=1. (2) Given the product [ClH:26].[F:16][C:17]1[CH:22]=[CH:21][C:20]([CH2:23][C:24]2[O:1][N:2]=[C:3]([C:5]3[C:14]([OH:15])=[C:13]4[C:8]([CH:9]=[CH:10][CH:11]=[N:12]4)=[CH:7][N:6]=3)[N:4]=2)=[CH:19][CH:18]=1, predict the reactants needed to synthesize it. The reactants are: [OH:1][N:2]=[C:3]([C:5]1[C:14]([OH:15])=[C:13]2[C:8]([CH:9]=[CH:10][CH:11]=[N:12]2)=[CH:7][N:6]=1)[NH2:4].[F:16][C:17]1[CH:22]=[CH:21][C:20]([CH2:23][C:24]([Cl:26])=O)=[CH:19][CH:18]=1.